From a dataset of Full USPTO retrosynthesis dataset with 1.9M reactions from patents (1976-2016). Predict the reactants needed to synthesize the given product. (1) Given the product [Br:12][C:9]1[CH:10]=[CH:11][C:6]([CH:2]([N:31]2[CH2:32][CH2:33][C:27]3([O:26][CH2:25][C:24](=[O:34])[N:23]([CH:20]4[CH2:21][CH2:22]4)[CH2:28]3)[CH2:29][CH2:30]2)[C:3](=[O:5])[CH3:4])=[CH:7][CH:8]=1, predict the reactants needed to synthesize it. The reactants are: Br[CH:2]([C:6]1[CH:11]=[CH:10][C:9]([Br:12])=[CH:8][CH:7]=1)[C:3](=[O:5])[CH3:4].C(=O)([O-])[O-].[K+].[K+].Cl.[CH:20]1([N:23]2[CH2:28][C:27]3([CH2:33][CH2:32][NH:31][CH2:30][CH2:29]3)[O:26][CH2:25][C:24]2=[O:34])[CH2:22][CH2:21]1. (2) Given the product [CH:15]([N:5]1[CH2:6][CH2:7][CH:2]([OH:1])[CH2:3][CH2:4]1)([CH3:17])[CH3:16], predict the reactants needed to synthesize it. The reactants are: [OH:1][CH:2]1[CH2:7][CH2:6][NH:5][CH2:4][CH2:3]1.C([O-])([O-])=O.[K+].[K+].Br[CH:15]([CH3:17])[CH3:16]. (3) The reactants are: Cl[C:2]1[N:7]=[CH:6][C:5]([C:8](=[O:18])[CH2:9][C:10]2[CH:15]=[CH:14][C:13]([O:16][CH3:17])=[CH:12][CH:11]=2)=[CH:4][CH:3]=1.[CH3:19][O-:20].[Na+].Cl.O. Given the product [CH3:17][O:16][C:13]1[CH:14]=[CH:15][C:10]([CH2:9][C:8]([C:5]2[CH:6]=[N:7][C:2]([O:20][CH3:19])=[CH:3][CH:4]=2)=[O:18])=[CH:11][CH:12]=1, predict the reactants needed to synthesize it.